Dataset: Full USPTO retrosynthesis dataset with 1.9M reactions from patents (1976-2016). Task: Predict the reactants needed to synthesize the given product. (1) Given the product [Cl:1][C:2]1[CH:3]=[C:4]2[C:8](=[CH:9][CH:10]=1)[N:7]([CH:35]=[C:36]([C:38]1[CH:43]=[CH:42][C:41]([F:44])=[C:40]([F:45])[CH:39]=1)[CH3:37])[C:6]1[CH:11]([CH2:16][CH3:17])[N:12]([CH3:15])[CH2:13][CH2:14][C:5]2=1, predict the reactants needed to synthesize it. The reactants are: [Cl:1][C:2]1[CH:3]=[C:4]2[C:8](=[CH:9][CH:10]=1)[NH:7][C:6]1[CH:11]([CH2:16][CH3:17])[N:12]([CH3:15])[CH2:13][CH2:14][C:5]2=1.N1CCC[C@H]1C(O)=O.[O-]P([O-])([O-])=O.[K+].[K+].[K+].Br[CH:35]=[C:36]([C:38]1[CH:43]=[CH:42][C:41]([F:44])=[C:40]([F:45])[CH:39]=1)[CH3:37]. (2) Given the product [CH:6]1([CH2:5][CH:4]([C:12]2[CH:17]=[CH:16][C:15]([S:18]([CH3:21])(=[O:20])=[O:19])=[C:14]([C:22]([F:25])([F:23])[F:24])[CH:13]=2)[C:3]([OH:26])=[O:2])[CH2:11][CH2:10][CH2:9][CH2:8][CH2:7]1, predict the reactants needed to synthesize it. The reactants are: C[O:2][C:3](=[O:26])[CH:4]([C:12]1[CH:17]=[CH:16][C:15]([S:18]([CH3:21])(=[O:20])=[O:19])=[C:14]([C:22]([F:25])([F:24])[F:23])[CH:13]=1)[CH2:5][CH:6]1[CH2:11][CH2:10][CH2:9][CH2:8][CH2:7]1.[OH-].[Na+]. (3) The reactants are: NC1SC=C2C=1C(=O)N(C1C=CC(Cl)=CC=1)N=C2C(O)=O.[NH2:22][C:23]1[S:24][CH:25]=[C:26]2[C:31]=1[C:30](=[O:32])[N:29]([C:33]1[CH:38]=[CH:37][C:36]([Br:39])=[CH:35][CH:34]=1)[N:28]=[C:27]2[C:40]([O:42]CC)=[O:41]. Given the product [NH2:22][C:23]1[S:24][CH:25]=[C:26]2[C:31]=1[C:30](=[O:32])[N:29]([C:33]1[CH:34]=[CH:35][C:36]([Br:39])=[CH:37][CH:38]=1)[N:28]=[C:27]2[C:40]([OH:42])=[O:41], predict the reactants needed to synthesize it. (4) Given the product [CH2:5]([O:12][C:13]1[CH:14]=[CH:15][C:16]([C:19]2[N:28]([CH2:29][O:30][CH2:31][CH2:32][Si:33]([CH3:35])([CH3:36])[CH3:34])[C:22]3[N:23]=[CH:24][N:25]=[C:26]([O:46][C:43]4[CH:44]=[CH:45][C:40]([NH2:39])=[C:41]([Cl:47])[CH:42]=4)[C:21]=3[CH:20]=2)=[CH:17][CH:18]=1)[C:6]1[CH:11]=[CH:10][CH:9]=[CH:8][CH:7]=1, predict the reactants needed to synthesize it. The reactants are: CS(C)=O.[CH2:5]([O:12][C:13]1[CH:18]=[CH:17][C:16]([C:19]2[N:28]([CH2:29][O:30][CH2:31][CH2:32][Si:33]([CH3:36])([CH3:35])[CH3:34])[C:22]3[N:23]=[CH:24][N:25]=[C:26](Cl)[C:21]=3[CH:20]=2)=[CH:15][CH:14]=1)[C:6]1[CH:11]=[CH:10][CH:9]=[CH:8][CH:7]=1.[H-].[Na+].[NH2:39][C:40]1[CH:45]=[CH:44][C:43]([OH:46])=[CH:42][C:41]=1[Cl:47].